From a dataset of Full USPTO retrosynthesis dataset with 1.9M reactions from patents (1976-2016). Predict the reactants needed to synthesize the given product. The reactants are: [CH2:1]([O:3][CH2:4][CH2:5][NH:6][CH2:7][C:8]1[S:12][C:11](B(O)O)=[CH:10][CH:9]=1)[CH3:2].Br[C:17]1[CH:18]=[C:19]2[C:23](=[C:24]([C:26]([NH2:28])=[O:27])[CH:25]=1)[NH:22][CH:21]=[C:20]2[CH:29]1[CH2:34][CH2:33][N:32]([S:35]([CH2:38][CH3:39])(=[O:37])=[O:36])[CH2:31][CH2:30]1.C([O-])([O-])=O.[K+].[K+]. Given the product [CH2:1]([O:3][CH2:4][CH2:5][NH:6][CH2:7][C:8]1[S:12][C:11]([C:17]2[CH:18]=[C:19]3[C:23](=[C:24]([C:26]([NH2:28])=[O:27])[CH:25]=2)[NH:22][CH:21]=[C:20]3[CH:29]2[CH2:30][CH2:31][N:32]([S:35]([CH2:38][CH3:39])(=[O:36])=[O:37])[CH2:33][CH2:34]2)=[CH:10][CH:9]=1)[CH3:2], predict the reactants needed to synthesize it.